From a dataset of Full USPTO retrosynthesis dataset with 1.9M reactions from patents (1976-2016). Predict the reactants needed to synthesize the given product. (1) Given the product [F:27][CH:2]([F:1])[C:3]1[CH:4]=[CH:5][C:6]([F:26])=[C:7]([C:9]2[CH:14]=[CH:13][C:12]([C:15]([O:17][CH3:18])=[O:16])=[CH:11][C:10]=2[CH:19]2[CH2:20][CH2:21][CH2:22][C:23]2([CH3:24])[CH3:25])[CH:8]=1, predict the reactants needed to synthesize it. The reactants are: [F:1][CH:2]([F:27])[C:3]1[CH:4]=[CH:5][C:6]([F:26])=[C:7]([C:9]2[CH:14]=[CH:13][C:12]([C:15]([O:17][CH3:18])=[O:16])=[CH:11][C:10]=2[C:19]2[C:23]([CH3:25])([CH3:24])[CH2:22][CH2:21][CH:20]=2)[CH:8]=1. (2) The reactants are: [C:1]([C:5]1[S:9][C:8]([C:10]([OH:12])=O)=[C:7]([N+:13]([O-:15])=[O:14])[CH:6]=1)([CH3:4])([CH3:3])[CH3:2].C1COCC1.[CH3:21][N:22]([CH3:34])[CH2:23][CH2:24][N:25]1[CH2:30][CH2:29][NH:28][C:27]([CH3:32])([CH3:31])[C:26]1=[O:33].CCN(C(C)C)C(C)C. Given the product [C:1]([C:5]1[S:9][C:8]([C:10]([N:28]2[CH2:29][CH2:30][N:25]([CH2:24][CH2:23][N:22]([CH3:21])[CH3:34])[C:26](=[O:33])[C:27]2([CH3:32])[CH3:31])=[O:12])=[C:7]([N+:13]([O-:15])=[O:14])[CH:6]=1)([CH3:2])([CH3:3])[CH3:4], predict the reactants needed to synthesize it. (3) Given the product [Br:1][C:2]1[CH:3]=[C:4]2[C:10]([CH2:11][CH2:12][CH2:13][N:14]([CH3:16])[CH3:15])=[N:9][NH:8][C:5]2=[N:6][CH:7]=1, predict the reactants needed to synthesize it. The reactants are: [Br:1][C:2]1[CH:3]=[C:4]2[C:10]([C:11]#[C:12][CH2:13][N:14]([CH3:16])[CH3:15])=[N:9][NH:8][C:5]2=[N:6][CH:7]=1. (4) Given the product [CH2:31]([O:30][CH:28]1[CH:27]([NH:39][C:40]([CH:42]2[CH2:46][CH2:45][CH2:44][N:43]2[C:47](=[O:61])[CH:48]([NH:50][C:51](=[O:60])[C:52]2[CH:57]=[CH:56][C:55]([NH2:58])=[C:54]([Cl:59])[CH:53]=2)[CH3:49])=[O:41])[CH2:26][C:25](=[O:24])[O:29]1)[CH3:32], predict the reactants needed to synthesize it. The reactants are: NC1C=CC(C(NC(C)C(N2CCCC2C(O)=O)=O)=O)=CC=1Cl.[O:24]=[C:25]1[O:29][CH:28]([O:30][CH2:31][CH2:32]C2C=CC=CC=2)[CH:27]([NH:39][C:40]([CH:42]2[CH2:46][CH2:45][CH2:44][N:43]2[C:47](=[O:61])[CH:48]([NH:50][C:51](=[O:60])[C:52]2[CH:57]=[CH:56][C:55]([NH2:58])=[C:54]([Cl:59])[CH:53]=2)[CH3:49])=[O:41])[CH2:26]1. (5) Given the product [CH3:24][N:21]1[CH2:22][CH2:23][N:18]([C@@H:15]2[CH2:16][CH2:17][C@H:12]([N:4]3[C:5]4=[N:6][CH:7]=[N:8][C:9]([NH2:11])=[C:10]4[C:2]([C:35]4[CH:34]=[N:33][C:32]([O:25][C:26]5[CH:27]=[CH:28][CH:29]=[CH:30][CH:31]=5)=[N:37][CH:36]=4)=[N:3]3)[CH2:13][CH2:14]2)[CH2:19][CH2:20]1, predict the reactants needed to synthesize it. The reactants are: I[C:2]1[C:10]2[C:5](=[N:6][CH:7]=[N:8][C:9]=2[NH2:11])[N:4]([C@H:12]2[CH2:17][CH2:16][C@@H:15]([N:18]3[CH2:23][CH2:22][N:21]([CH3:24])[CH2:20][CH2:19]3)[CH2:14][CH2:13]2)[N:3]=1.[O:25]([C:32]1[N:37]=[CH:36][C:35](B2OC(C)(C)C(C)(C)O2)=[CH:34][N:33]=1)[C:26]1[CH:31]=[CH:30][CH:29]=[CH:28][CH:27]=1.C(=O)([O-])[O-].[Na+].[Na+]. (6) The reactants are: [F:1][C:2]1[CH:7]=[CH:6][C:5]([C:8]2[CH:9]=[C:10]([CH2:19]OS(C)(=O)=O)[C:11](=[O:18])[N:12]([CH2:14][CH:15]([CH3:17])[CH3:16])[N:13]=2)=[CH:4][C:3]=1[CH3:25].[NH:26]1[CH2:31][CH2:30][CH2:29][CH2:28][CH2:27]1. Given the product [F:1][C:2]1[CH:7]=[CH:6][C:5]([C:8]2[CH:9]=[C:10]([CH2:19][N:26]3[CH2:31][CH2:30][CH2:29][CH2:28][CH2:27]3)[C:11](=[O:18])[N:12]([CH2:14][CH:15]([CH3:17])[CH3:16])[N:13]=2)=[CH:4][C:3]=1[CH3:25], predict the reactants needed to synthesize it. (7) Given the product [CH:1]([C:3]1[CH:4]=[C:5]([CH:9]=[CH:10][CH:11]=1)[C:6]([O:8][CH3:14])=[O:7])=[CH2:2], predict the reactants needed to synthesize it. The reactants are: [CH:1]([C:3]1[CH:4]=[C:5]([CH:9]=[CH:10][CH:11]=1)[C:6]([OH:8])=[O:7])=[CH2:2].CI.[C:14](=O)([O-])[O-].[K+].[K+].O. (8) Given the product [CH2:1]([O:5][CH2:6][CH2:7][O:8][C:9]1[CH:10]=[CH:11][C:12]([C:15]2[CH:16]=[CH:17][C:18]3[N:24]([CH2:25][CH:26]([CH3:27])[CH3:28])[CH2:23][CH2:22][C:21]([C:29]([NH:31][C:32]4[CH:33]=[CH:34][C:35]([S:38]([CH2:39][C:40]5[N:41]([CH3:45])[CH:42]=[N:43][CH:44]=5)=[O:55])=[CH:36][CH:37]=4)=[O:30])=[CH:20][C:19]=3[CH:46]=2)=[CH:13][CH:14]=1)[CH2:2][CH2:3][CH3:4], predict the reactants needed to synthesize it. The reactants are: [CH2:1]([O:5][CH2:6][CH2:7][O:8][C:9]1[CH:14]=[CH:13][C:12]([C:15]2[CH:16]=[CH:17][C:18]3[N:24]([CH2:25][CH:26]([CH3:28])[CH3:27])[CH2:23][CH2:22][C:21]([C:29]([NH:31][C:32]4[CH:37]=[CH:36][C:35]([S:38][CH2:39][C:40]5[N:41]([CH3:45])[CH:42]=[N:43][CH:44]=5)=[CH:34][CH:33]=4)=[O:30])=[CH:20][C:19]=3[CH:46]=2)=[CH:11][CH:10]=1)[CH2:2][CH2:3][CH3:4].ClC1C=CC=C(C(OO)=[O:55])C=1.S([O-])([O-])(=O)=S.[Na+].[Na+].